From a dataset of TCR-epitope binding with 47,182 pairs between 192 epitopes and 23,139 TCRs. Binary Classification. Given a T-cell receptor sequence (or CDR3 region) and an epitope sequence, predict whether binding occurs between them. (1) The TCR CDR3 sequence is CSVDGIGPVVSYNEQFF. Result: 0 (the TCR does not bind to the epitope). The epitope is KLPDDFTGCV. (2) The epitope is WICLLQFAY. The TCR CDR3 sequence is CASSWVSGQETQYF. Result: 1 (the TCR binds to the epitope). (3) The epitope is LLLGIGILV. The TCR CDR3 sequence is CASSPGLPYEQYF. Result: 0 (the TCR does not bind to the epitope).